From a dataset of Forward reaction prediction with 1.9M reactions from USPTO patents (1976-2016). Predict the product of the given reaction. (1) Given the reactants [Cl:1][C:2]1[CH:3]=[C:4]([S:9]([N:12]([CH2:22][C:23]([O:25]C(C)(C)C)=[O:24])[C:13]2[CH:14]=[C:15]3[C:19](=[CH:20][CH:21]=2)[NH:18][CH2:17][CH2:16]3)(=[O:11])=[O:10])[CH:5]=[C:6]([Cl:8])[CH:7]=1.C(=O)([O-])[O-].[K+].[K+].[N:36]1[CH:41]=[CH:40][CH:39]=[C:38]([N:42]=[C:43]=[O:44])[CH:37]=1.O, predict the reaction product. The product is: [Cl:1][C:2]1[CH:3]=[C:4]([S:9]([N:12]([CH2:22][C:23]([OH:25])=[O:24])[C:13]2[CH:14]=[C:15]3[C:19](=[CH:20][CH:21]=2)[N:18]([C:43](=[O:44])[NH:42][C:38]2[CH:37]=[N:36][CH:41]=[CH:40][CH:39]=2)[CH2:17][CH2:16]3)(=[O:10])=[O:11])[CH:5]=[C:6]([Cl:8])[CH:7]=1. (2) Given the reactants [Cl:1][C:2]1[CH:20]=[C:19]([C:21]2[C:22]([O:27]C)=[N:23][CH:24]=[CH:25][CH:26]=2)[CH:18]=[CH:17][C:3]=1[CH2:4][CH:5]1[CH2:9][CH2:8][N:7]([CH:10]2[CH2:15][CH2:14][CH2:13][CH2:12][CH2:11]2)[C:6]1=[O:16], predict the reaction product. The product is: [Cl:1][C:2]1[CH:20]=[C:19]([C:21]2[C:22]([OH:27])=[N:23][CH:24]=[CH:25][CH:26]=2)[CH:18]=[CH:17][C:3]=1[CH2:4][CH:5]1[CH2:9][CH2:8][N:7]([CH:10]2[CH2:15][CH2:14][CH2:13][CH2:12][CH2:11]2)[C:6]1=[O:16]. (3) Given the reactants [CH3:1][NH:2][C:3]([N:5]1[C:13]2[C:8](=[CH:9][C:10]([NH:14][C:15]3[C:20]([C:21]#[N:22])=[CH:19][N:18]=[C:17]([NH2:23])[CH:16]=3)=[CH:11][CH:12]=2)[CH:7]=[CH:6]1)=[O:4].C(N(CC)CC)C.Cl[C:32](OC1C=CC=CC=1)=[O:33].[N:41]1([CH:46]2[CH2:51][CH2:50][NH:49][CH2:48][CH2:47]2)[CH2:45][CH2:44][CH2:43][CH2:42]1, predict the reaction product. The product is: [CH3:1][NH:2][C:3]([N:5]1[C:13]2[C:8](=[CH:9][C:10]([NH:14][C:15]3[C:20]([C:21]#[N:22])=[CH:19][N:18]=[C:17]([NH:23][C:32]([N:49]4[CH2:50][CH2:51][CH:46]([N:41]5[CH2:45][CH2:44][CH2:43][CH2:42]5)[CH2:47][CH2:48]4)=[O:33])[CH:16]=3)=[CH:11][CH:12]=2)[CH:7]=[CH:6]1)=[O:4]. (4) Given the reactants C[O:2][C:3](=[O:19])[C:4]1[CH:9]=[CH:8][CH:7]=[C:6]([CH2:10][O:11][C:12]2[CH:17]=[CH:16][C:15](I)=[CH:14][CH:13]=2)[CH:5]=1.O1CCOCC1.C(=O)([O-])[O-].[K+].[K+].[Cl:32][C:33]1[C:38](B(O)O)=[CH:37][CH:36]=[CH:35][N:34]=1, predict the reaction product. The product is: [Cl:32][C:33]1[C:38]([C:15]2[CH:16]=[CH:17][C:12]([O:11][CH2:10][C:6]3[CH:5]=[C:4]([CH:9]=[CH:8][CH:7]=3)[C:3]([OH:2])=[O:19])=[CH:13][CH:14]=2)=[CH:37][CH:36]=[CH:35][N:34]=1. (5) The product is: [Cl:1][C:2]1[CH:11]=[C:10]2[C:5]([C:6]([C:28]3[CH:29]=[C:30](/[CH:34]=[CH:35]/[C:36]([OH:38])=[O:37])[CH:31]=[CH:32][CH:33]=3)=[C:7]([CH2:13][C:14]([NH:16][C:17]3[CH:22]=[CH:21][C:20]([Cl:23])=[CH:19][C:18]=3[C:24]([F:25])([F:27])[F:26])=[O:15])[C:8](=[O:12])[O:9]2)=[CH:4][C:3]=1[CH3:41]. Given the reactants [Cl:1][C:2]1[CH:11]=[C:10]2[C:5]([C:6]([C:28]3[CH:29]=[C:30](/[CH:34]=[CH:35]/[C:36]([O:38]CC)=[O:37])[CH:31]=[CH:32][CH:33]=3)=[C:7]([CH2:13][C:14]([NH:16][C:17]3[CH:22]=[CH:21][C:20]([Cl:23])=[CH:19][C:18]=3[C:24]([F:27])([F:26])[F:25])=[O:15])[C:8](=[O:12])[O:9]2)=[CH:4][C:3]=1[CH3:41].[OH-].[Na+].Cl, predict the reaction product.